This data is from Catalyst prediction with 721,799 reactions and 888 catalyst types from USPTO. The task is: Predict which catalyst facilitates the given reaction. (1) Reactant: [F:1][C:2]1[CH:7]=[CH:6][C:5]([OH:8])=[CH:4][CH:3]=1.F[C:10]1[CH:17]=[CH:16][C:13]([CH:14]=[O:15])=[CH:12][CH:11]=1.C([O-])([O-])=O.[K+].[K+]. Product: [F:1][C:2]1[CH:7]=[CH:6][C:5]([O:8][CH:14]([OH:15])[C:13]2[CH:16]=[CH:17][CH:10]=[CH:11][CH:12]=2)=[CH:4][CH:3]=1. The catalyst class is: 3. (2) Reactant: [CH3:1][S:2][C:3]1[N:10]2[C:6]([S:7][C:8]([C:11]3[C@H:12]([CH3:35])[C@@H:13]4[C@@H:30]([C@H:31]([OH:33])[CH3:32])[C:29](=[O:34])[N:14]4[C:15]=3[C:16]([O:18][CH2:19][C:20]3[CH:25]=[CH:24][C:23]([N+:26]([O-:28])=[O:27])=[CH:22][CH:21]=3)=[O:17])=[CH:9]2)=[C:5]([S:36][CH3:37])[N:4]=1.IC[C:40]([NH2:42])=[O:41]. Product: [C:40]([CH2:37][S:36][C:5]1[N:4]=[C:3]([S:2][CH3:1])[N:10]2[CH:9]=[C:8]([C:11]3[C@H:12]([CH3:35])[C@@H:13]4[C@@H:30]([C@H:31]([OH:33])[CH3:32])[C:29](=[O:34])[N:14]4[C:15]=3[C:16]([O:18][CH2:19][C:20]3[CH:21]=[CH:22][C:23]([N+:26]([O-:28])=[O:27])=[CH:24][CH:25]=3)=[O:17])[S:7][C:6]=12)(=[O:41])[NH2:42]. The catalyst class is: 21. (3) Reactant: [C:1]1([C:7]([C:15]2[CH:20]=[CH:19][CH:18]=[CH:17][CH:16]=2)([C:9]2[CH:14]=[CH:13][CH:12]=[CH:11][CH:10]=2)Cl)[CH:6]=[CH:5][CH:4]=[CH:3][CH:2]=1.[CH2:21]([OH:27])[CH2:22][O:23][CH2:24][CH2:25][OH:26]. Product: [C:7]([O:27][CH2:21][CH2:22][O:23][CH2:24][CH2:25][OH:26])([C:15]1[CH:20]=[CH:19][CH:18]=[CH:17][CH:16]=1)([C:9]1[CH:14]=[CH:13][CH:12]=[CH:11][CH:10]=1)[C:1]1[CH:6]=[CH:5][CH:4]=[CH:3][CH:2]=1. The catalyst class is: 17.